Task: Binary Classification. Given a miRNA mature sequence and a target amino acid sequence, predict their likelihood of interaction.. Dataset: Experimentally validated miRNA-target interactions with 360,000+ pairs, plus equal number of negative samples (1) Result: 0 (no interaction). The miRNA is hsa-miR-6825-3p with sequence GCGCUGACCCGCCUUCUCCGCA. The protein sequence of the target gene is MPEVERKSKITASRKLMLKSLMLAKAKECWEQEHEEREAEKVRYLSERIPTLQTRGLSLSALQDLCRELHAKVEVVDEERYDIEAKCLHNTREIKDLKLKVLDLRGKFKRPPLRRVRVSADAMLRALLGSKHKVSMDLRANLKSVKKEDTEKERPVEVGDWRKNVEAMSGMEGRKKMFDAAKSPTSQ. (2) The miRNA is dre-miR-29b with sequence UAGCACCAUUUGAAAUCAGUGU. The protein sequence of the target gene is MSEDSEKEDYSDRTISDEDESDEDMFMKFVSEDLHRCALLTADSFGDPFFPRTTQILLEYQLGRWVPRLREPRDLYGVSSSGPLSPTRWPYHCEVIDEKVQHIDWTPSCPEPVYIPTGLETEPLYPDSKEATVVYLAEDAYKEPCFVYSRVGGNRTPLKQPVDYRDNTLMFEARFESGNLQKVVKVAEYEYQLTVRPDLFTNKHTQWYYFQVTNMRAGIVYRFTIVNFTKPASLYSRGMRPLFYSEKEAKAHHIGWQRIGDQIKYYRNNPGQDGRHYFSLTWTFQFPHNKDTCYFAHCYP.... Result: 0 (no interaction). (3) The miRNA is hsa-miR-134-5p with sequence UGUGACUGGUUGACCAGAGGGG. The protein sequence of the target gene is MRLPSAAGPRPGRPRRLPALLLLPLLGGCLGLVGAARRPNVLLLLTDDQDAELGGMTPLKKTKALIGEKGMTFSSAYVPSALCCPSRASILTGKYPHNHHVVNNTLEGNCSSKAWQKIQEPYTFPAILKSVCGYQTFFAGKYLNEYGAPDAGGLEHIPLGWSYWYALEKNSKYYNYTLSINGKARKHGENYSVDYLTDVLANLSLDFLDYKSNSEPFFMMISTPAPHSPWTAAPQYQKAFQNVIAPRNKNFNIHGTNKHWLIRQAKTPMTNSSIRFLDDAFRRRWQTLLSVDDLVEKLVK.... Result: 0 (no interaction). (4) The miRNA is cel-miR-58a-3p with sequence UGAGAUCGUUCAGUACGGCAAU. The protein sequence of the target gene is MESLDRRRTGSEQEEGFGVQSRRATDLGMVPNLRRSNSSLCKSRRFLCSFSSEKQENLSSWIPENIKKKECVYFVESSKLSDAGKVVCACGYTHEQHLEVAIKPHTFQGKEWDPKKHVQEMPTDAFGDIVFTDLSQKVGKYVRVSQDTPSSVIYQLMTQHWGLDVPNLLISVTGGAKNFNMKLRLKSIFRRGLVKVAQTTGAWIITGGSHTGVMKQVGEAVRDFSLSSSCKEGEVITIGVATWGTIHNREGLIHPMGGFPAEYMLDEEGQGNLTCLDSNHSHFILVDDGTHGQYGVEIPL.... Result: 0 (no interaction). (5) The miRNA is mmu-miR-139-3p with sequence UGGAGACGCGGCCCUGUUGGAG. The protein sequence of the target gene is MEAFALGPARRGRRRTRAAGSLLSRAAILLFISAFLVRVPSSVGHLVRLPRAFRLTKDSVKIVGSTSFPVKAYVMLHQKSPHVLCVTQQLRNAELIDPSFQWYGPKGKVVSVENRTAQITSTGSLVFQNFEESMSGIYTCFLEYKPTVEEIVKRLQLKYAIYAYREPHYYYQFTARYHAAPCNSIYNISFEKKLLQILSKLLLDLSCEISLLKSECHRVKMQRAGLQNELFFAFSVSSLDTEKGPKRCTDHNCEPYKRLFKAKNLIERFFNQQVEILGRRAEQLPQIYYIEGTLQMVWIN.... Result: 0 (no interaction). (6) The miRNA is hsa-miR-656-3p with sequence AAUAUUAUACAGUCAACCUCU. The protein sequence of the target gene is MSDSPAGSNPRTPESSGSGSGGGGKRPAVPAAVSLLPPADPLRQANRLPIRVLKMLSAHTGHLLHPEYLQPLSSTPVSPIELDAKKSPLALLAQTCSQIGKPDPPPSSKLNSVAAAANGLGAEKDPGRSAPGAASAAAALKQLGDSPAEDKSSFKPYSKGSGGGDSRKDSGSSSVSSTSSSSSSSPGDKAGFRVPSAACPPFPPHGAPVSASSSSSSPGGSRGGSPHHSDCKNGGGVGGGELDKKDQEPKPSPEPAAVSRGGGGEPGAHGGAESGASGRKSEPPSALVGAGHVAPVSPYK.... Result: 1 (interaction).